Dataset: Forward reaction prediction with 1.9M reactions from USPTO patents (1976-2016). Task: Predict the product of the given reaction. (1) Given the reactants O.O.O.O.O.O.[N+:7]([O-:10])([O-:9])=[O:8].[Mn+2:11].[N+:12]([O-:15])([O-:14])=[O:13].[Mn], predict the reaction product. The product is: [N+:7]([O-:10])([O-:9])=[O:8].[Mn+2:11].[N+:12]([O-:15])([O-:14])=[O:13]. (2) The product is: [CH2:1]([N:16]1[C:13]2=[N:14][CH:15]=[C:10]([N+:7]([O-:9])=[O:8])[CH:11]=[C:12]2[CH:17]=[C:18]1[C:19]1[CH:24]=[CH:23][C:22]([CH3:26])=[CH:21][CH:20]=1)[CH3:2]. Given the reactants [CH3:1][C:2](C)([O-])C.[K+].[N+:7]([C:10]1[CH:11]=[C:12]([C:17]#[C:18][C:19]2[CH:24]=[CH:23][CH:22]=[CH:21][CH:20]=2)[C:13]([NH2:16])=[N:14][CH:15]=1)([O-:9])=[O:8].I[CH2:26]C.O, predict the reaction product. (3) Given the reactants [Br:1][C:2]1[CH:3]=[C:4]2[C:9](=[CH:10][CH:11]=1)[CH:8]=[C:7]([CH:12]=O)[CH:6]=[CH:5]2.C([C:16](CC)(P(=O)([O-])[O-])[C:17]1[CH:22]=[CH:21][C:20]([Br:23])=[CH:19][CH:18]=1)C.CC(C)([O-])C.[K+], predict the reaction product. The product is: [Br:1][C:2]1[CH:11]=[CH:10][C:9]2[C:4](=[CH:5][CH:6]=[C:7](/[CH:12]=[CH:16]/[C:17]3[CH:22]=[CH:21][C:20]([Br:23])=[CH:19][CH:18]=3)[CH:8]=2)[CH:3]=1.